Task: Binary Classification. Given a T-cell receptor sequence (or CDR3 region) and an epitope sequence, predict whether binding occurs between them.. Dataset: TCR-epitope binding with 47,182 pairs between 192 epitopes and 23,139 TCRs (1) The epitope is PROT_97E67BCC. The TCR CDR3 sequence is CASIIGSQGAYGYTF. Result: 1 (the TCR binds to the epitope). (2) The epitope is VTEHDTLLY. The TCR CDR3 sequence is CSGRLTGGNEQYF. Result: 1 (the TCR binds to the epitope). (3) The epitope is GTSGSPIVNR. The TCR CDR3 sequence is CASSLTSGSTDTQYF. Result: 1 (the TCR binds to the epitope).